This data is from Full USPTO retrosynthesis dataset with 1.9M reactions from patents (1976-2016). The task is: Predict the reactants needed to synthesize the given product. Given the product [Cl:19][C:13]1[CH:14]=[C:15]([Cl:18])[CH:16]=[CH:17][C:12]=1[C:10]1[N:11]=[C:7]([CH2:6][C:5]2[CH:4]=[CH:3][C:2]([CH:41]=[CH:40][CH2:39][CH2:38][CH:37]([CH3:45])[CH3:36])=[CH:35][CH:34]=2)[N:8]([C:20]2[CH:21]=[C:22]([N:26]3[S:30](=[O:32])(=[O:31])[NH:29][C:28](=[O:33])[CH2:27]3)[CH:23]=[CH:24][CH:25]=2)[CH:9]=1, predict the reactants needed to synthesize it. The reactants are: Br[C:2]1[CH:35]=[CH:34][C:5]([CH2:6][C:7]2[N:8]([C:20]3[CH:21]=[C:22]([N:26]4[S:30](=[O:32])(=[O:31])[NH:29][C:28](=[O:33])[CH2:27]4)[CH:23]=[CH:24][CH:25]=3)[CH:9]=[C:10]([C:12]3[CH:17]=[CH:16][C:15]([Cl:18])=[CH:14][C:13]=3[Cl:19])[N:11]=2)=[CH:4][CH:3]=1.[CH3:36][CH:37]([CH3:45])[CH2:38][CH2:39][CH:40]=[CH:41]B(O)O.